Dataset: Peptide-MHC class I binding affinity with 185,985 pairs from IEDB/IMGT. Task: Regression. Given a peptide amino acid sequence and an MHC pseudo amino acid sequence, predict their binding affinity value. This is MHC class I binding data. (1) The peptide sequence is KMKDPKMYH. The MHC is HLA-A31:01 with pseudo-sequence HLA-A31:01. The binding affinity (normalized) is 0.471. (2) The peptide sequence is HAETESATL. The MHC is HLA-B57:01 with pseudo-sequence HLA-B57:01. The binding affinity (normalized) is 0.0847.